From a dataset of TCR-epitope binding with 47,182 pairs between 192 epitopes and 23,139 TCRs. Binary Classification. Given a T-cell receptor sequence (or CDR3 region) and an epitope sequence, predict whether binding occurs between them. (1) The epitope is LLQTGIHVRVSQPSL. The TCR CDR3 sequence is CSASTGDRADFYF. Result: 0 (the TCR does not bind to the epitope). (2) The epitope is NEGVKAAW. The TCR CDR3 sequence is CASSASQGSHRLDTEAFF. Result: 0 (the TCR does not bind to the epitope). (3) The epitope is DATYQRTRALVR. The TCR CDR3 sequence is CSHPDMNTGELFF. Result: 0 (the TCR does not bind to the epitope). (4) The epitope is PKYVKQNTLKLAT. The TCR CDR3 sequence is CASGELNTGELFF. Result: 0 (the TCR does not bind to the epitope). (5) The epitope is NYSGVVTTVMF. The TCR CDR3 sequence is CASSQDFAVAGGETQYF. Result: 1 (the TCR binds to the epitope). (6) The epitope is ITEEVGHTDLMAAY. The TCR CDR3 sequence is CATEASNTGELFF. Result: 0 (the TCR does not bind to the epitope). (7) The epitope is CTELKLSDY. The TCR CDR3 sequence is CASSVTGGLNGEETQYF. Result: 0 (the TCR does not bind to the epitope). (8) The epitope is ALLADKFPV. The TCR CDR3 sequence is RDRASYEQYF. Result: 0 (the TCR does not bind to the epitope).